Dataset: TCR-epitope binding with 47,182 pairs between 192 epitopes and 23,139 TCRs. Task: Binary Classification. Given a T-cell receptor sequence (or CDR3 region) and an epitope sequence, predict whether binding occurs between them. (1) The epitope is RLRAEAQVK. The TCR CDR3 sequence is CASSLFQGSGTEAFF. Result: 1 (the TCR binds to the epitope). (2) The epitope is SLFNTVATLY. The TCR CDR3 sequence is CASSEGRSYEQYF. Result: 0 (the TCR does not bind to the epitope). (3) The epitope is YVLDHLIVV. The TCR CDR3 sequence is CASSLLISQNTDTQYF. Result: 0 (the TCR does not bind to the epitope). (4) The epitope is YFPLQSYGF. The TCR CDR3 sequence is CASSLGQERTEAFF. Result: 1 (the TCR binds to the epitope). (5) The epitope is GTSGSPIVNR. The TCR CDR3 sequence is CASSHPGLARNEQFF. Result: 0 (the TCR does not bind to the epitope).